The task is: Predict which catalyst facilitates the given reaction.. This data is from Catalyst prediction with 721,799 reactions and 888 catalyst types from USPTO. (1) Reactant: [H-].[Na+].[Br:3][C:4]1[CH:9]=[CH:8][CH:7]=[C:6]([CH3:10])[C:5]=1[OH:11].[CH2:12](Br)[CH:13]=[CH2:14].O. Product: [CH2:14]([O:11][C:5]1[C:6]([CH3:10])=[CH:7][CH:8]=[CH:9][C:4]=1[Br:3])[CH:13]=[CH2:12]. The catalyst class is: 3. (2) Reactant: [Br:1][C:2]1[CH:3]=[C:4]2[C:8](=[CH:9][C:10]=1[F:11])[NH:7][N:6]=[CH:5]2.[CH3:12]C([O-])(C)C.[K+].CI. Product: [Br:1][C:2]1[CH:3]=[C:4]2[C:8](=[CH:9][C:10]=1[F:11])[N:7]([CH3:12])[N:6]=[CH:5]2. The catalyst class is: 3.